From a dataset of HIV replication inhibition screening data with 41,000+ compounds from the AIDS Antiviral Screen. Binary Classification. Given a drug SMILES string, predict its activity (active/inactive) in a high-throughput screening assay against a specified biological target. (1) The drug is Clc1cccc(C=NC23CC4CC(CC(C4)C2)C3)c1Cl. The result is 0 (inactive). (2) The compound is O=c1ccccc2cccc(O)c12. The result is 0 (inactive). (3) The compound is OC(=C[PH](c1ccccc1)(c1ccccc1)c1ccccc1)c1ccccc1. The result is 0 (inactive). (4) The molecule is O=C(O)c1cc(S(=O)(=O)Nc2cc(Cc3cc(NS(=O)(=O)c4ccc(O)c(C(=O)O)c4)c(O)c(C(=O)O)c3)cc(C(=O)O)c2O)ccc1O.[NaH]. The result is 0 (inactive). (5) The drug is COC1=C(Br)C(O)C2(C=C1Br)CC(C(=O)NCCCCCNC(=N)N)=NO2. The result is 0 (inactive). (6) The molecule is COc1ccc(N=Nc2c(-c3c(OC)cc4occc4c3OC)nc(O)c(C#N)c2C)cc1. The result is 0 (inactive).